From a dataset of Forward reaction prediction with 1.9M reactions from USPTO patents (1976-2016). Predict the product of the given reaction. (1) Given the reactants C(N)CN.CCCC[N+](CCCC)(CCCC)CCCC.[F-].[C:23]1([N:29]([C:49]2[CH:54]=[CH:53][CH:52]=[CH:51][CH:50]=2)[C:30]([C:32]2[N:33](COCC[Si](C)(C)C)[N:34]=[C:35]3[C:40]=2[CH:39]=[CH:38][CH:37]=[CH:36]3)=[O:31])[CH:28]=[CH:27][CH:26]=[CH:25][CH:24]=1.O, predict the reaction product. The product is: [C:49]1([N:29]([C:23]2[CH:28]=[CH:27][CH:26]=[CH:25][CH:24]=2)[C:30]([C:32]2[C:40]3[C:35](=[CH:36][CH:37]=[CH:38][CH:39]=3)[NH:34][N:33]=2)=[O:31])[CH:54]=[CH:53][CH:52]=[CH:51][CH:50]=1. (2) Given the reactants C1[S:5][C@H:4](CO)O[C@@H]1N1C(=O)N=C(N)C=C1.[C:16]1(=O)[O:21][C:19](=[O:20])[CH2:18][CH2:17]1.C[N:24](C=O)C, predict the reaction product. The product is: [NH2:24][C@H:18]([C:19]([OH:21])=[O:20])[CH2:17][CH2:16][S:5][CH3:4]. (3) Given the reactants C(OC([NH:8][C@:9]1([C:14]([O:16][CH2:17][CH3:18])=[O:15])[CH2:11][C@H:10]1[CH:12]=[CH2:13])=O)(C)(C)C.[ClH:19].O1CCOCC1, predict the reaction product. The product is: [ClH:19].[NH2:8][C@:9]1([C:14]([O:16][CH2:17][CH3:18])=[O:15])[CH2:11][C@H:10]1[CH:12]=[CH2:13]. (4) The product is: [F:15][C:16]1[C:29]([NH:30][N:31]=[CH:7][C:8](=[O:9])[C:10]([F:13])([F:12])[F:11])=[CH:28][C:19]2[N:20]([CH2:25][C:26]#[CH:27])[C:21](=[O:24])[CH2:22][O:23][C:18]=2[CH:17]=1. Given the reactants C([O-])(=O)C.[Na+].Br[CH:7](Br)[C:8]([C:10]([F:13])([F:12])[F:11])=[O:9].[F:15][C:16]1[C:29]([NH:30][NH2:31])=[CH:28][C:19]2[N:20]([CH2:25][C:26]#[CH:27])[C:21](=[O:24])[CH2:22][O:23][C:18]=2[CH:17]=1, predict the reaction product. (5) The product is: [C:11]([CH:10]([C:5]1[CH:4]=[C:3]([F:2])[CH:8]=[C:7]([F:9])[CH:6]=1)[C:13]([O:14][CH2:15][CH3:16])=[O:17])#[N:12]. Given the reactants [Na].[F:2][C:3]1[CH:4]=[C:5]([CH2:10][C:11]#[N:12])[CH:6]=[C:7]([F:9])[CH:8]=1.[C:13](=O)([O:17]CC)[O:14][CH2:15][CH3:16], predict the reaction product. (6) The product is: [F:32][C:2]([F:1])([F:31])[C@H:3]1[CH2:8][CH2:7][C@H:6]([NH:9][C:10]([C:11]2[CH:16]=[C:15]3[N:17]=[C:52]([NH:51][C:35]4[CH:36]=[C:37]([CH2:38][NH:39][C:40]([C:42]5([C:45]([F:48])([F:47])[F:46])[CH2:44][CH2:43]5)=[O:41])[CH:49]=[CH:50][C:34]=4[Cl:33])[N:18]([CH3:19])[C:14]3=[N:13][C:12]=2[N:20]2[CH2:25][CH2:24][CH:23]([C:26]([F:29])([F:28])[F:27])[CH2:22][CH2:21]2)=[O:30])[CH2:5][CH2:4]1. Given the reactants [F:1][C:2]([F:32])([F:31])[C@H:3]1[CH2:8][CH2:7][C@H:6]([NH:9][C:10](=[O:30])[C:11]2[CH:16]=[C:15]([NH2:17])[C:14]([NH:18][CH3:19])=[N:13][C:12]=2[N:20]2[CH2:25][CH2:24][CH:23]([C:26]([F:29])([F:28])[F:27])[CH2:22][CH2:21]2)[CH2:5][CH2:4]1.[Cl:33][C:34]1[CH:50]=[CH:49][C:37]([CH2:38][NH:39][C:40]([C:42]2([C:45]([F:48])([F:47])[F:46])[CH2:44][CH2:43]2)=[O:41])=[CH:36][C:35]=1[N:51]=[C:52]=S.CC#N.CC(C)N=C=NC(C)C, predict the reaction product.